Dataset: Reaction yield outcomes from USPTO patents with 853,638 reactions. Task: Predict the reaction yield, written as a fraction of the theoretical maximum amount of product (1.0 means a 100% yield; for example, 0.34 means a 34% yield). (1) The reactants are [C@@H:1]1([N:10]2[CH:17]=[CH:16][C:14](=[O:15])[NH:13][C:11]2=[O:12])[O:9][C@H:6]([CH2:7][OH:8])[C@@H:4]([OH:5])[C@H:2]1[OH:3].OS(O)(=O)=O.CCN(CC)CC.[CH3:30][C:31]([CH3:33])=O. No catalyst specified. The product is [CH3:30][C:31]1([CH3:33])[O:3][C@@H:2]2[C@@H:4]([C@@H:6]([CH2:7][OH:8])[O:9][C@H:1]2[N:10]2[C:11](=[O:12])[NH:13][C:14](=[O:15])[CH:16]=[CH:17]2)[O:5]1. The yield is 1.00. (2) The reactants are Br[C:2]1[CH:3]=[C:4]([NH:10][C:11]2[CH:16]=[CH:15][N:14]=[CH:13][N:12]=2)[C:5](=[O:9])[N:6]([CH3:8])[CH:7]=1.[C:17]([O:20][CH2:21][C:22]1[C:23]([N:37]2[CH2:49][CH2:48][N:40]3[C:41]4[CH2:42][CH2:43][CH2:44][CH2:45][C:46]=4[CH:47]=[C:39]3[C:38]2=[O:50])=[N:24][CH:25]=[CH:26][C:27]=1B1OC(C)(C)C(C)(C)O1)(=[O:19])[CH3:18].CC([O-])=O.[Na+].C(#N)C. The catalyst is C1C=CC(P(C2C=CC=CC=2)[C-]2C=CC=C2)=CC=1.C1C=CC(P(C2C=CC=CC=2)[C-]2C=CC=C2)=CC=1.Cl[Pd]Cl.[Fe+2].O. The product is [C:17]([O:20][CH2:21][C:22]1[C:23]([N:37]2[CH2:49][CH2:48][N:40]3[C:41]4[CH2:42][CH2:43][CH2:44][CH2:45][C:46]=4[CH:47]=[C:39]3[C:38]2=[O:50])=[N:24][CH:25]=[CH:26][C:27]=1[C:2]1[CH:3]=[C:4]([NH:10][C:11]2[CH:16]=[CH:15][N:14]=[CH:13][N:12]=2)[C:5](=[O:9])[N:6]([CH3:8])[CH:7]=1)(=[O:19])[CH3:18]. The yield is 0.300. (3) The reactants are Br[CH2:2][CH:3]1[CH2:6][CH2:5][CH2:4]1.[Mg].II.[C:10]([N:14]1[CH:18]=[C:17]([CH:19]=[O:20])/[C:16](=[N:21]/[C:22](=[O:32])[C:23]2[CH:28]=[C:27]([Cl:29])[CH:26]=[CH:25][C:24]=2[O:30][CH3:31])/[S:15]1)([CH3:13])([CH3:12])[CH3:11]. The catalyst is C1COCC1. The product is [C:10]([N:14]1[CH:18]=[C:17]([CH:19]([OH:20])[CH2:2][CH:3]2[CH2:6][CH2:5][CH2:4]2)/[C:16](=[N:21]/[C:22](=[O:32])[C:23]2[CH:28]=[C:27]([Cl:29])[CH:26]=[CH:25][C:24]=2[O:30][CH3:31])/[S:15]1)([CH3:13])([CH3:12])[CH3:11]. The yield is 0.530. (4) The yield is 0.0570. The reactants are [Cl:1][C:2]1[CH:3]=[C:4]([NH:16][C:17]2[N:21]=[C:20]([NH2:22])[NH:19][N:18]=2)[CH:5]=[C:6]([Cl:15])[C:7]=1[S:8][C:9]1[CH:14]=[CH:13][CH:12]=[CH:11][CH:10]=1.CO.[OH:25]OS([O-])=O.[K+]. The catalyst is O.C(OCC)(=O)C.CC(C)=O. The product is [C:9]1([S:8]([C:7]2[C:2]([Cl:1])=[CH:3][C:4]([NH:16][C:17]3[N:21]=[C:20]([NH2:22])[NH:19][N:18]=3)=[CH:5][C:6]=2[Cl:15])=[O:25])[CH:10]=[CH:11][CH:12]=[CH:13][CH:14]=1.